Dataset: TCR-epitope binding with 47,182 pairs between 192 epitopes and 23,139 TCRs. Task: Binary Classification. Given a T-cell receptor sequence (or CDR3 region) and an epitope sequence, predict whether binding occurs between them. (1) The epitope is SQASSRSSSR. The TCR CDR3 sequence is CASRRTATSPPSFF. Result: 0 (the TCR does not bind to the epitope). (2) The epitope is FRYMNSQGL. The TCR CDR3 sequence is CASSLTSVYNEQFF. Result: 0 (the TCR does not bind to the epitope). (3) The epitope is LLWNGPMAV. The TCR CDR3 sequence is CASSSGRTEHNEQFF. Result: 1 (the TCR binds to the epitope). (4) The epitope is KLNVGDYFV. The TCR CDR3 sequence is CSAPDRGANSPLHF. Result: 0 (the TCR does not bind to the epitope). (5) The epitope is FLNGSCGSV. Result: 1 (the TCR binds to the epitope). The TCR CDR3 sequence is CASSFGGTGELFF. (6) The TCR CDR3 sequence is CASSEAAGGGTDTQYF. The epitope is KLGGALQAK. Result: 1 (the TCR binds to the epitope). (7) The epitope is RILGAGCFV. The TCR CDR3 sequence is CASSLGDRVVQTQYF. Result: 0 (the TCR does not bind to the epitope). (8) The epitope is ILGLPTQTV. The TCR CDR3 sequence is CASSIVGEQFF. Result: 0 (the TCR does not bind to the epitope). (9) The epitope is MLNIPSINV. The TCR CDR3 sequence is CAWSEDLVSQYF. Result: 0 (the TCR does not bind to the epitope). (10) The epitope is FTISVTTEIL. The TCR CDR3 sequence is CASKQGATSGNTIYF. Result: 1 (the TCR binds to the epitope).